This data is from Forward reaction prediction with 1.9M reactions from USPTO patents (1976-2016). The task is: Predict the product of the given reaction. Given the reactants [NH3:1].[F:2][C:3]1[CH:4]=[C:5]2[C:9](=[CH:10][CH:11]=1)[NH:8][CH:7]([C:12]([O:14]C)=O)[CH2:6]2, predict the reaction product. The product is: [F:2][C:3]1[CH:4]=[C:5]2[C:9](=[CH:10][CH:11]=1)[NH:8][CH:7]([C:12]([NH2:1])=[O:14])[CH2:6]2.